Task: Predict which catalyst facilitates the given reaction.. Dataset: Catalyst prediction with 721,799 reactions and 888 catalyst types from USPTO (1) Reactant: [Br-].[F:2][C:3]([F:8])([F:7])[C:4]([Zn+])=[CH2:5].Br[C:10]1[CH:11]=[C:12]([Cl:18])[C:13]([Cl:17])=[C:14]([CH3:16])[CH:15]=1. Product: [Cl:18][C:12]1[CH:11]=[C:10]([C:4]([C:3]([F:8])([F:7])[F:2])=[CH2:5])[CH:15]=[C:14]([CH3:16])[C:13]=1[Cl:17]. The catalyst class is: 213. (2) Reactant: [OH-:1].[K+].C(O)C[OH:5].[Br:7][C:8]1[CH:13]=[CH:12][C:11]([C:14]2([C:17]#N)[CH2:16][CH2:15]2)=[CH:10][CH:9]=1.Cl. Product: [Br:7][C:8]1[CH:13]=[CH:12][C:11]([C:14]2([C:17]([OH:5])=[O:1])[CH2:16][CH2:15]2)=[CH:10][CH:9]=1. The catalyst class is: 6. (3) Reactant: C([NH:7][C:8]1[N:9]=[C:10]([O:25][CH2:26][CH3:27])[C:11]2[CH:17]=[C:16]([C:18]3[CH:23]=[CH:22][C:21]([F:24])=[CH:20][CH:19]=3)[CH:15]=[N:14][C:12]=2[N:13]=1)(=O)C(C)(C)C.C([O-])([O-])=O.[K+].[K+]. The catalyst class is: 40. Product: [NH2:7][C:8]1[N:9]=[C:10]([O:25][CH2:26][CH3:27])[C:11]2[CH:17]=[C:16]([C:18]3[CH:19]=[CH:20][C:21]([F:24])=[CH:22][CH:23]=3)[CH:15]=[N:14][C:12]=2[N:13]=1. (4) Reactant: [Br:1][C:2]1[CH:7]=[CH:6][C:5]([C:8]2[NH:9][CH:10]=[C:11]([C:13]3[N:17]([CH:18]([CH3:20])[CH3:19])[N:16]=[C:15]([CH3:21])[N:14]=3)[N:12]=2)=[C:4]([F:22])[CH:3]=1.C1(=O)O[CH2:26][CH2:25][O:24]1.CO. Product: [Br:1][C:2]1[CH:7]=[CH:6][C:5]([C:8]2[N:9]([CH2:26][CH2:25][OH:24])[CH:10]=[C:11]([C:13]3[N:17]([CH:18]([CH3:19])[CH3:20])[N:16]=[C:15]([CH3:21])[N:14]=3)[N:12]=2)=[C:4]([F:22])[CH:3]=1. The catalyst class is: 308.